From a dataset of Forward reaction prediction with 1.9M reactions from USPTO patents (1976-2016). Predict the product of the given reaction. (1) Given the reactants Cl[C:2]1[C:7]([CH:8]=[CH:9][C:10]([OH:12])=[O:11])=[CH:6][CH:5]=[C:4]([C:13]([F:16])([F:15])[F:14])[N:3]=1.[CH2:17]([OH:21])[CH2:18][CH2:19][CH3:20].[H-].[Na+], predict the reaction product. The product is: [CH2:17]([O:21][C:2]1[C:7]([CH:8]=[CH:9][C:10]([OH:12])=[O:11])=[CH:6][CH:5]=[C:4]([C:13]([F:16])([F:15])[F:14])[N:3]=1)[CH2:18][CH2:19][CH3:20]. (2) Given the reactants C[Si](Br)(C)C.C(OC([N:13]1[CH2:18][CH2:17][CH2:16][C@H:15]2[CH2:19][N:20]([C:22]3[C:31]([O:32][CH3:33])=[C:30]4[C:25]([C:26](=[O:60])[C:27]([C:37]([O:39][CH2:40][CH2:41][CH2:42][CH:43]([P:52]([O:57]CC)([O:54]CC)=[O:53])[P:44]([O:49]CC)([O:46]CC)=[O:45])=[O:38])=[CH:28][N:29]4[CH:34]4[CH2:36][CH2:35]4)=[CH:24][C:23]=3[F:61])[CH2:21][C@@H:14]12)=O)(C)(C)C, predict the reaction product. The product is: [NH:13]1[CH2:18][CH2:17][CH2:16][C@H:15]2[CH2:19][N:20]([C:22]3[C:31]([O:32][CH3:33])=[C:30]4[C:25]([C:26](=[O:60])[C:27]([C:37]([O:39][CH2:40][CH2:41][CH2:42][CH:43]([P:52]([OH:54])([OH:57])=[O:53])[P:44]([OH:46])([OH:49])=[O:45])=[O:38])=[CH:28][N:29]4[CH:34]4[CH2:35][CH2:36]4)=[CH:24][C:23]=3[F:61])[CH2:21][C@@H:14]12. (3) Given the reactants Br[C:2]1[CH:7]=[CH:6][C:5]([Br:8])=[CH:4][N:3]=1.[H-].[Na+].[OH:11][C:12]1[CH:17]=[CH:16][O:15][CH2:14][CH:13]=1, predict the reaction product. The product is: [Br:8][C:5]1[CH:6]=[CH:7][C:2]([O:11][CH:12]2[CH2:17][CH2:16][O:15][CH2:14][CH2:13]2)=[N:3][CH:4]=1. (4) Given the reactants Cl[C:2]1[CH:7]=[CH:6][N:5]=[C:4]2[C:8]([C:11](=[O:29])[C:12]([N:14]3[CH2:19][CH2:18][C:17](=[C:20]([C:23]4[CH:28]=[CH:27][CH:26]=[CH:25][CH:24]=4)[C:21]#[N:22])[CH2:16][CH2:15]3)=[O:13])=[CH:9][NH:10][C:3]=12.C([Sn](CCCC)(CCCC)[C:35]1[O:36][CH:37]=[CH:38][N:39]=1)CCC.O1CCOCC1, predict the reaction product. The product is: [O:36]1[CH:37]=[CH:38][N:39]=[C:35]1[C:2]1[CH:7]=[CH:6][N:5]=[C:4]2[C:8]([C:11](=[O:29])[C:12]([N:14]3[CH2:19][CH2:18][C:17](=[C:20]([C:23]4[CH:28]=[CH:27][CH:26]=[CH:25][CH:24]=4)[C:21]#[N:22])[CH2:16][CH2:15]3)=[O:13])=[CH:9][NH:10][C:3]=12. (5) Given the reactants [F:1][C:2]1[CH:7]=[CH:6][C:5]([NH:8][C:9](=[O:11])[CH3:10])=[C:4]([C:12]([F:15])([F:14])[F:13])[CH:3]=1.[N+:16]([O-])([OH:18])=[O:17], predict the reaction product. The product is: [F:1][C:2]1[CH:3]=[C:4]([C:12]([F:13])([F:14])[F:15])[C:5]([NH:8][C:9](=[O:11])[CH3:10])=[C:6]([N+:16]([O-:18])=[O:17])[CH:7]=1. (6) Given the reactants [C:1]([OH:6])(=[O:5])[CH:2]([CH3:4])[OH:3].[C:7]([O-:12])(=[O:11])[CH:8]([CH3:10])[OH:9].[C:13](=[O:16])([O-:15])[O-:14].[Ca+2:17], predict the reaction product. The product is: [C:1]([O-:6])(=[O:5])[CH:2]([CH3:4])[OH:3].[Ca+2:17].[C:7]([O-:12])(=[O:11])[CH:8]([CH3:10])[OH:9].[C:13](=[O:14])([O-:16])[O-:15].[Ca+2:17]. (7) The product is: [CH2:8]([O:15][C:16]1[CH:24]=[C:23]([C:25]([F:28])([F:27])[F:26])[CH:22]=[C:21]([O:29][CH3:30])[C:17]=1[C:18]([OH:2])=[O:19])[C:9]1[CH:14]=[CH:13][CH:12]=[CH:11][CH:10]=1. Given the reactants N(OS(=O)(=O)O)=[O:2].[CH2:8]([O:15][C:16]1[CH:24]=[C:23]([C:25]([F:28])([F:27])[F:26])[CH:22]=[C:21]([O:29][CH3:30])[C:17]=1[C:18](N)=[O:19])[C:9]1[CH:14]=[CH:13][CH:12]=[CH:11][CH:10]=1, predict the reaction product. (8) Given the reactants [Cl:1][C:2]1[CH:20]=[CH:19][C:5]([CH2:6][N:7]2[C:15]3[C:10](=[CH:11][CH:12]=[CH:13][CH:14]=3)[CH:9]=[C:8]2[C:16](O)=[O:17])=[CH:4][CH:3]=1.CCN(C(C)C)C(C)C.C(Cl)CCl.C1C=CC2N(O)N=NC=2C=1.[NH:44]1[CH2:49][CH2:48][CH:47]([CH2:50][N:51]2[CH2:56][CH2:55][CH2:54][CH2:53][CH2:52]2)[CH2:46][CH2:45]1, predict the reaction product. The product is: [Cl:1][C:2]1[CH:3]=[CH:4][C:5]([CH2:6][N:7]2[C:15]3[C:10](=[CH:11][CH:12]=[CH:13][CH:14]=3)[CH:9]=[C:8]2[C:16]([N:44]2[CH2:45][CH2:46][CH:47]([CH2:50][N:51]3[CH2:56][CH2:55][CH2:54][CH2:53][CH2:52]3)[CH2:48][CH2:49]2)=[O:17])=[CH:19][CH:20]=1.